Dataset: Peptide-MHC class II binding affinity with 134,281 pairs from IEDB. Task: Regression. Given a peptide amino acid sequence and an MHC pseudo amino acid sequence, predict their binding affinity value. This is MHC class II binding data. (1) The binding affinity (normalized) is 0.137. The MHC is DRB1_0901 with pseudo-sequence DRB1_0901. The peptide sequence is KLAFLVQTEPRMLLM. (2) The peptide sequence is DPMVQIPRLVANNTR. The MHC is DRB1_0301 with pseudo-sequence DRB1_0301. The binding affinity (normalized) is 0.403. (3) The peptide sequence is VKLEGRVIDLGCGRG. The MHC is HLA-DQA10501-DQB10303 with pseudo-sequence HLA-DQA10501-DQB10303. The binding affinity (normalized) is 0.281. (4) The peptide sequence is VADAYITLVTLPKSS. The MHC is HLA-DQA10101-DQB10501 with pseudo-sequence HLA-DQA10101-DQB10501. The binding affinity (normalized) is 0.211. (5) The peptide sequence is AGLGLRSAISSGLGS. The MHC is DRB3_0202 with pseudo-sequence DRB3_0202. The binding affinity (normalized) is 0.170.